Dataset: Full USPTO retrosynthesis dataset with 1.9M reactions from patents (1976-2016). Task: Predict the reactants needed to synthesize the given product. (1) Given the product [CH2:8]([N:15]1[CH2:16][CH:3]([CH3:4])[CH:2]([C:1]([O:6][CH3:7])=[O:5])[CH2:19]1)[C:9]1[CH:10]=[CH:11][CH:12]=[CH:13][CH:14]=1, predict the reactants needed to synthesize it. The reactants are: [C:1]([O:6][CH3:7])(=[O:5])/[CH:2]=[CH:3]/[CH3:4].[CH2:8]([N:15]([CH2:19][Si](C)(C)C)[CH2:16]OC)[C:9]1[CH:14]=[CH:13][CH:12]=[CH:11][CH:10]=1. (2) Given the product [C:32]([NH:31][CH2:30][CH2:29][NH:28][C:22]([C:5]1[C:4](=[O:27])[N:3]([CH2:1][CH3:2])[C:12]2[C:7]([C:6]=1[OH:21])=[N:8][CH:9]=[C:10]([CH2:13][C:14]1[CH:15]=[CH:16][C:17]([F:20])=[CH:18][CH:19]=1)[CH:11]=2)=[O:23])(=[O:34])[CH3:33], predict the reactants needed to synthesize it. The reactants are: [CH2:1]([N:3]1[C:12]2[C:7](=[N:8][CH:9]=[C:10]([CH2:13][C:14]3[CH:19]=[CH:18][C:17]([F:20])=[CH:16][CH:15]=3)[CH:11]=2)[C:6]([OH:21])=[C:5]([C:22](OCC)=[O:23])[C:4]1=[O:27])[CH3:2].[NH2:28][CH2:29][CH2:30][NH:31][C:32](=[O:34])[CH3:33]. (3) Given the product [Cl:25][CH2:22][C:3]1[C:2]([CH3:1])=[CH:10][C:9]([CH3:11])=[C:8]2[C:4]=1[CH:5]=[CH:6][N:7]2[S:12]([C:15]1[CH:21]=[CH:20][C:18]([CH3:19])=[CH:17][CH:16]=1)(=[O:14])=[O:13], predict the reactants needed to synthesize it. The reactants are: [CH3:1][C:2]1[C:3]([CH2:22]O)=[C:4]2[C:8](=[C:9]([CH3:11])[CH:10]=1)[N:7]([S:12]([C:15]1[CH:21]=[CH:20][C:18]([CH3:19])=[CH:17][CH:16]=1)(=[O:14])=[O:13])[CH:6]=[CH:5]2.[Cl-].[Cl:25]C=[N+](C)C. (4) The reactants are: C([O:3][C:4]([C:6]1[N:7]=[N:8][C:9]([O:12][CH2:13][C:14]2[C:15]([C:19]3[CH:24]=[CH:23][CH:22]=[CH:21][N:20]=3)=[N:16][O:17][CH:18]=2)=[CH:10][CH:11]=1)=[O:5])C.COC(C1C=NC(OCC2C(C3C=CC(Cl)=CC=3)=NOC=2)=CN=1)=O. Given the product [N:20]1[CH:21]=[CH:22][CH:23]=[CH:24][C:19]=1[C:15]1[C:14]([CH2:13][O:12][C:9]2[N:8]=[N:7][C:6]([C:4]([OH:5])=[O:3])=[CH:11][CH:10]=2)=[CH:18][O:17][N:16]=1, predict the reactants needed to synthesize it. (5) Given the product [CH3:31][N:5]1[CH2:6][C@@H:1]2[CH2:7][C@H:4]1[CH2:3][N:2]2[C:8]1[N:13]=[CH:12][C:11]([C:14]2[N:19]3[N:20]=[C:21]([C:23]4[CH:24]=[CH:25][N:26]=[CH:27][CH:28]=4)[CH:22]=[C:18]3[N:17]=[CH:16][CH:15]=2)=[CH:10][CH:9]=1, predict the reactants needed to synthesize it. The reactants are: [C@H:1]12[CH2:7][C@H:4]([NH:5][CH2:6]1)[CH2:3][N:2]2[C:8]1[N:13]=[CH:12][C:11]([C:14]2[N:19]3[N:20]=[C:21]([C:23]4[CH:28]=[CH:27][N:26]=[CH:25][CH:24]=4)[CH:22]=[C:18]3[N:17]=[CH:16][CH:15]=2)=[CH:10][CH:9]=1.C=O.[C:31](O)(=O)C.C(O[BH-](OC(=O)C)OC(=O)C)(=O)C.[Na+]. (6) Given the product [F:1][C:2]1[CH:7]=[CH:6][CH:5]=[C:4]([F:8])[C:3]=1[C:9]1[N:10]=[C:11]([C:16]([OH:17])=[O:23])[CH:12]=[CH:13][C:14]=1[F:15], predict the reactants needed to synthesize it. The reactants are: [F:1][C:2]1[CH:7]=[CH:6][CH:5]=[C:4]([F:8])[C:3]=1[C:9]1[C:14]([F:15])=[CH:13][CH:12]=[C:11]([CH3:16])[N:10]=1.[O-:17][Mn](=O)(=O)=O.[K+].[OH2:23]. (7) Given the product [Cl:1][C:2]1[CH:10]=[CH:9][CH:8]=[C:7]([CH3:11])[C:3]=1[C:4]([NH:26][CH:23]1[CH2:25][CH2:24]1)=[O:6], predict the reactants needed to synthesize it. The reactants are: [Cl:1][C:2]1[CH:10]=[CH:9][CH:8]=[C:7]([CH3:11])[C:3]=1[C:4]([OH:6])=O.O=S(Cl)Cl.CCN(CC)CC.[CH:23]1([NH2:26])[CH2:25][CH2:24]1.